From a dataset of Full USPTO retrosynthesis dataset with 1.9M reactions from patents (1976-2016). Predict the reactants needed to synthesize the given product. (1) Given the product [CH3:14][N:13]1[C:12]2[C:7](=[N:8][CH:9]=[CH:10][CH:11]=2)[CH:6]=[C:5]1[C:3]([OH:4])=[O:2], predict the reactants needed to synthesize it. The reactants are: C[O:2][C:3]([C:5]1[N:13]([CH3:14])[C:12]2[C:7](=[N:8][CH:9]=[CH:10][CH:11]=2)[CH:6]=1)=[O:4].[OH-].[Li+].O.Cl. (2) Given the product [CH3:44][C@H:45]1[NH:46][CH2:47][CH2:48][N:49]([C@@H:3]([C:4]2[CH:9]=[CH:8][CH:7]=[CH:6][CH:5]=2)[C:2]([F:12])([F:11])[F:1])[CH2:50]1, predict the reactants needed to synthesize it. The reactants are: [F:1][C:2]([F:12])([F:11])[C@H:3](O)[C:4]1[CH:9]=[CH:8][CH:7]=[CH:6][CH:5]=1.FC(F)(F)S(OS(C(F)(F)F)(=O)=O)(=O)=O.N1C(C)=CC=CC=1C.[O-]S(C(F)(F)F)(=O)=O.[CH3:44][C@@H:45]1[CH2:50][NH:49][CH2:48][CH2:47][NH:46]1. (3) Given the product [CH3:20][C:21]1[C:30]2[C:25](=[CH:26][CH:27]=[CH:28][CH:29]=2)[C:24]([C:2]2[C:15]3[C:16]4=[C:17]5[C:12](=[CH:13][CH:14]=3)[CH:11]=[CH:10][C:9]([C:24]3[C:25]6[C:30](=[CH:29][CH:28]=[CH:27][CH:26]=6)[C:21]([CH3:20])=[CH:22][CH:23]=3)=[C:8]5[CH:7]=[CH:6][C:5]4=[C:4]([C:2]3[C:15]4[C:16](=[CH:17][CH:12]=[CH:13][CH:14]=4)[C:5]([CH3:6])=[CH:4][CH:3]=3)[CH:3]=2)=[CH:23][CH:22]=1, predict the reactants needed to synthesize it. The reactants are: Br[C:2]1[C:15]2[C:16]3=[C:17]4[C:12](=[CH:13][CH:14]=2)[CH:11]=[CH:10][C:9](Br)=[C:8]4[CH:7]=[CH:6][C:5]3=[C:4](Br)[CH:3]=1.[CH3:20][C:21]1[C:30]2[C:25](=[CH:26][CH:27]=[CH:28][CH:29]=2)[C:24](B(O)O)=[CH:23][CH:22]=1.P([O-])([O-])([O-])=O.[K+].[K+].[K+].CN(C)C=O.